This data is from Reaction yield outcomes from USPTO patents with 853,638 reactions. The task is: Predict the reaction yield, written as a fraction of the theoretical maximum amount of product (1.0 means a 100% yield; for example, 0.34 means a 34% yield). (1) The reactants are [Br:1][C:2]1[CH:7]=[CH:6][C:5]([CH2:8][OH:9])=[C:4]([N+:10]([O-])=O)[CH:3]=1.[Cl-].[NH4+].C(O)C. The catalyst is [Fe].O. The product is [NH2:10][C:4]1[CH:3]=[C:2]([Br:1])[CH:7]=[CH:6][C:5]=1[CH2:8][OH:9]. The yield is 0.900. (2) The product is [CH2:1]([N:8]1[C:16]2[C:11](=[CH:12][C:13]([C:17]([OH:26])([C:18]([F:19])([F:20])[F:21])[C:22]([F:25])([F:23])[F:24])=[CH:14][CH:15]=2)[C:10]([Cl:35])=[C:9]1[CH3:27])[C:2]1[CH:3]=[CH:4][CH:5]=[CH:6][CH:7]=1. The reactants are [CH2:1]([N:8]1[C:16]2[C:11](=[CH:12][C:13]([C:17]([OH:26])([C:22]([F:25])([F:24])[F:23])[C:18]([F:21])([F:20])[F:19])=[CH:14][CH:15]=2)[CH:10]=[C:9]1[CH3:27])[C:2]1[CH:7]=[CH:6][CH:5]=[CH:4][CH:3]=1.C1C(=O)N([Cl:35])C(=O)C1.[NH4+].[Cl-].CCOCC. The catalyst is C(#N)C. The yield is 0.650. (3) The reactants are [CH2:1]([O:3][C:4](=[O:29])[CH2:5][C:6]1[CH:11]=[CH:10][C:9]([NH:12][C:13]([NH:15][C:16]2[S:17][C:18](Br)=[CH:19][N:20]=2)=[O:14])=[C:8]([C:22]([CH:24]2[CH2:28][CH2:27][CH2:26][CH2:25]2)=[O:23])[CH:7]=1)[CH3:2].[NH:30]1[CH:34]=[CH:33][N:32]=[C:31]1[SH:35]. No catalyst specified. The product is [CH2:1]([O:3][C:4](=[O:29])[CH2:5][C:6]1[CH:11]=[CH:10][C:9]([NH:12][C:13]([NH:15][C:16]2[S:17][C:18]([S:35][C:31]3[NH:30][CH:34]=[CH:33][N:32]=3)=[CH:19][N:20]=2)=[O:14])=[C:8]([C:22]([CH:24]2[CH2:28][CH2:27][CH2:26][CH2:25]2)=[O:23])[CH:7]=1)[CH3:2]. The yield is 0.240. (4) The reactants are [C-:1]#[N:2].[Na+].Br[CH2:5][C:6]1[CH:15]=[CH:14][C:9]([C:10]([O:12][CH3:13])=[O:11])=[CH:8][CH:7]=1.O. The catalyst is C1COCC1.CN(C=O)C. The product is [C:10]([C:9]1[CH:14]=[CH:15][C:6]([CH2:5][C:1]#[N:2])=[CH:7][CH:8]=1)([O:12][CH3:13])=[O:11]. The yield is 0.760.